This data is from Full USPTO retrosynthesis dataset with 1.9M reactions from patents (1976-2016). The task is: Predict the reactants needed to synthesize the given product. (1) Given the product [OH:1]/[CH:2]=[C:3]1\[C:4](=[O:26])[C@:5]2([C:18]3[CH:19]=[CH:20][C:21]([OH:24])=[CH:22][CH:23]=3)[C@@H:10]([CH2:11][CH2:12]\1)[C@H:9]([CH3:13])[C:8](=[O:14])[CH2:7][CH2:6]2, predict the reactants needed to synthesize it. The reactants are: [OH:1]/[CH:2]=[C:3]1\[C:4](=[O:26])[C@:5]2([C:18]3[CH:23]=[CH:22][C:21]([O:24]C)=[CH:20][CH:19]=3)[C@@H:10]([CH2:11][CH2:12]\1)[C@H:9]([CH3:13])[C:8]1(OCC[O:14]1)[CH2:7][CH2:6]2.B(Br)(Br)Br. (2) Given the product [N:1]1[C:10]2[C:5](=[CH:6][CH:7]=[CH:8][CH:9]=2)[C:4]([O:11][C:12]2[CH:17]=[CH:16][C:15]3[NH:18][C:21]([NH:20][C:23]4[CH:24]=[CH:25][C:26]([C:29]([F:30])([F:31])[F:32])=[CH:27][CH:28]=4)=[N:19][C:14]=3[CH:13]=2)=[CH:3][CH:2]=1, predict the reactants needed to synthesize it. The reactants are: [N:1]1[C:10]2[C:5](=[CH:6][CH:7]=[CH:8][CH:9]=2)[C:4]([O:11][C:12]2[CH:13]=[C:14]([NH2:19])[C:15]([NH2:18])=[CH:16][CH:17]=2)=[CH:3][CH:2]=1.[N:20]([C:23]1[CH:28]=[CH:27][C:26]([C:29]([F:32])([F:31])[F:30])=[CH:25][CH:24]=1)=[C:21]=S.C(Cl)CCl. (3) The reactants are: Br[C:2]1[N:3]([CH2:9][C:10]([O:12][CH2:13][CH3:14])=[O:11])[C:4]([Cl:8])=[C:5]([Cl:7])[N:6]=1.[C:15]([C:17]1[CH:22]=[CH:21][CH:20]=[CH:19][CH:18]=1)#[CH:16]. Given the product [CH2:13]([O:12][C:10](=[O:11])[CH2:9][N:3]1[C:4]([Cl:8])=[C:5]([Cl:7])[N:6]=[C:2]1[C:16]#[C:15][C:17]1[CH:22]=[CH:21][CH:20]=[CH:19][CH:18]=1)[CH3:14], predict the reactants needed to synthesize it. (4) The reactants are: Br[CH2:2][C:3]([N:5]1[CH2:10][CH2:9][N:8]([C:11]2[CH:16]=[CH:15][C:14]([C:17]([O:26]COC)([C:22]([F:25])([F:24])[F:23])[C:18]([F:21])([F:20])[F:19])=[CH:13][C:12]=2[CH2:30][CH2:31][CH3:32])[CH2:7][C@@H:6]1[CH3:33])=[O:4].CC(O[C:38]1[CH:39]=[C:40]([C:44]2([CH3:51])[NH:48][C:47](=[O:49])[NH:46][C:45]2=[O:50])[CH:41]=[CH:42][CH:43]=1)C. Given the product [F:20][C:18]([F:19])([F:21])[C:17]([C:14]1[CH:15]=[CH:16][C:11]([N:8]2[CH2:9][CH2:10][N:5]([C:3](=[O:4])[CH2:2][N:46]3[C:45](=[O:50])[C:44]([C:40]4[CH:39]=[CH:38][C:43]([O:26][CH:17]([CH3:18])[CH3:14])=[CH:42][CH:41]=4)([CH3:51])[NH:48][C:47]3=[O:49])[C@@H:6]([CH3:33])[CH2:7]2)=[C:12]([CH2:30][CH2:31][CH3:32])[CH:13]=1)([OH:26])[C:22]([F:23])([F:25])[F:24], predict the reactants needed to synthesize it. (5) Given the product [C:1]([O:5][C:6]([N:8]1[CH2:12][CH2:11][CH2:10][CH:9]1[C:13]1[NH:17][C:16]2[CH:18]=[C:19]([C:22]3[CH:23]=[CH:24][C:25]([C:28]4[CH:29]=[CH:30][C:31]([C:57]5[N:56]([CH2:61][O:62][CH2:63][CH2:64][Si:65]([CH3:68])([CH3:67])[CH3:66])[C:55]([CH:51]6[CH2:52][CH2:53][CH2:54][N:50]6[C:48]([O:47][C:43]([CH3:46])([CH3:45])[CH3:44])=[O:49])=[N:59][CH:58]=5)=[CH:32][CH:33]=4)=[CH:26][CH:27]=3)[CH:20]=[CH:21][C:15]=2[N:14]=1)=[O:7])([CH3:4])([CH3:2])[CH3:3], predict the reactants needed to synthesize it. The reactants are: [C:1]([O:5][C:6]([N:8]1[CH2:12][CH2:11][CH2:10][CH:9]1[C:13]1[NH:17][C:16]2[CH:18]=[C:19]([C:22]3[CH:27]=[CH:26][C:25]([C:28]4[CH:33]=[CH:32][C:31](B5OC(C)(C)C(C)(C)O5)=[CH:30][CH:29]=4)=[CH:24][CH:23]=3)[CH:20]=[CH:21][C:15]=2[N:14]=1)=[O:7])([CH3:4])([CH3:3])[CH3:2].[C:43]([O:47][C:48]([N:50]1[CH2:54][CH2:53][CH2:52][CH:51]1[C:55]1[N:56]([CH2:61][O:62][CH2:63][CH2:64][Si:65]([CH3:68])([CH3:67])[CH3:66])[C:57](Br)=[CH:58][N:59]=1)=[O:49])([CH3:46])([CH3:45])[CH3:44].C(=O)([O-])[O-].[K+].[K+].